From a dataset of Peptide-MHC class I binding affinity with 185,985 pairs from IEDB/IMGT. Regression. Given a peptide amino acid sequence and an MHC pseudo amino acid sequence, predict their binding affinity value. This is MHC class I binding data. The peptide sequence is EKPKFLPDL. The MHC is HLA-B15:01 with pseudo-sequence HLA-B15:01. The binding affinity (normalized) is 0.0847.